From a dataset of Merck oncology drug combination screen with 23,052 pairs across 39 cell lines. Regression. Given two drug SMILES strings and cell line genomic features, predict the synergy score measuring deviation from expected non-interaction effect. (1) Drug 1: CCN(CC)CCNC(=O)c1c(C)[nH]c(C=C2C(=O)Nc3ccc(F)cc32)c1C. Drug 2: CC(C)CC(NC(=O)C(Cc1ccccc1)NC(=O)c1cnccn1)B(O)O. Cell line: NCIH1650. Synergy scores: synergy=-6.34. (2) Drug 1: CS(=O)(=O)CCNCc1ccc(-c2ccc3ncnc(Nc4ccc(OCc5cccc(F)c5)c(Cl)c4)c3c2)o1. Drug 2: NC(=O)c1cccc2cn(-c3ccc(C4CCCNC4)cc3)nc12. Cell line: DLD1. Synergy scores: synergy=1.66.